This data is from Forward reaction prediction with 1.9M reactions from USPTO patents (1976-2016). The task is: Predict the product of the given reaction. (1) Given the reactants [CH2:1]([CH2:3][NH2:4])[OH:2].C(=O)(O)[O-].[Na+].[CH:10]1[C:22]2[CH:21]([CH2:23][O:24][C:25](Cl)=[O:26])[C:20]3[C:15](=[CH:16][CH:17]=[CH:18][CH:19]=3)[C:14]=2[CH:13]=[CH:12][CH:11]=1, predict the reaction product. The product is: [CH:10]1[C:22]2[CH:21]([CH2:23][O:24][C:25](=[O:26])[NH:4][CH2:3][CH2:1][OH:2])[C:20]3[C:15](=[CH:16][CH:17]=[CH:18][CH:19]=3)[C:14]=2[CH:13]=[CH:12][CH:11]=1. (2) Given the reactants Cl.O.[NH:3]([C:5]1[CH:13]=[CH:12][C:8]([C:9]([OH:11])=[O:10])=[CH:7][CH:6]=1)[NH2:4].[CH:14]12[CH2:23][CH:18]3[CH2:19][CH:20]([CH2:22][CH:16]([CH2:17]3)[CH:15]1[NH:24][C:25](=[O:37])[C:26](=[CH:33]N(C)C)[C:27](=O)[C:28]([CH3:31])([CH3:30])[CH3:29])[CH2:21]2, predict the reaction product. The product is: [CH:16]12[CH2:22][CH:20]3[CH2:19][CH:18]([CH2:23][CH:14]([CH2:21]3)[CH:15]1[NH:24][C:25]([C:26]1[CH:33]=[N:4][N:3]([C:5]3[CH:6]=[CH:7][C:8]([C:9]([OH:11])=[O:10])=[CH:12][CH:13]=3)[C:27]=1[C:28]([CH3:31])([CH3:30])[CH3:29])=[O:37])[CH2:17]2. (3) The product is: [Br:2][C:1]([Br:5])=[CH:26][CH2:27][CH:28]1[CH2:29][CH2:30][N:31]([C:34]([O:36][C:37]([CH3:38])([CH3:40])[CH3:39])=[O:35])[CH2:32][CH2:33]1. Given the reactants [C:1]([Br:5])(Br)(Br)[Br:2].C1(P(C2C=CC=CC=2)C2C=CC=CC=2)C=CC=CC=1.O=[CH:26][CH2:27][CH:28]1[CH2:33][CH2:32][N:31]([C:34]([O:36][C:37]([CH3:40])([CH3:39])[CH3:38])=[O:35])[CH2:30][CH2:29]1.O, predict the reaction product. (4) Given the reactants [F:1][C:2]1[CH:7]=[CH:6][C:5]([O:8][C:9]2[CH:14]=[CH:13][C:12]([N+:15]([O-])=O)=[CH:11][N:10]=2)=[CH:4][C:3]=1[NH:18][C:19](=[O:25])[O:20][C:21]([CH3:24])([CH3:23])[CH3:22].O1CCCC1, predict the reaction product. The product is: [NH2:15][C:12]1[CH:13]=[CH:14][C:9]([O:8][C:5]2[CH:6]=[CH:7][C:2]([F:1])=[C:3]([NH:18][C:19](=[O:25])[O:20][C:21]([CH3:22])([CH3:23])[CH3:24])[CH:4]=2)=[N:10][CH:11]=1. (5) Given the reactants FC(F)(F)C(O)=O.[Cl:8][C:9]1[C:10]([F:30])=[C:11]([NH:16][C:17]2[C:26]3[C:21](=[CH:22][C:23]([OH:29])=[C:24]([O:27][CH3:28])[CH:25]=3)[N:20]=[CH:19][N:18]=2)[CH:12]=[CH:13][C:14]=1[Cl:15].CS(OC[CH:37]1[CH2:51][C@@H:40]2[CH2:41][N:42]([C:44]([O:46][C:47](C)(C)C)=[O:45])[CH2:43][C@@H:39]2[CH2:38]1)(=O)=O.C([O-])([O-])=O.[K+].[K+], predict the reaction product. The product is: [CH2:41]1[CH:40]2[CH2:51][CH2:37][CH2:38][CH:39]2[CH2:43][N:42]1[C:44]([O:46][CH2:47][O:29][C:23]1[CH:22]=[C:21]2[C:26]([C:17]([NH:16][C:11]3[CH:12]=[CH:13][C:14]([Cl:15])=[C:9]([Cl:8])[C:10]=3[F:30])=[N:18][CH:19]=[N:20]2)=[CH:25][C:24]=1[O:27][CH3:28])=[O:45]. (6) Given the reactants [CH:1]([S:4]([C:6]1[CH:16]=[CH:15][C:9]([C:10]([O:12]CC)=[O:11])=[CH:8][CH:7]=1)=[O:5])([CH3:3])[CH3:2].[OH-].[Na+].Cl, predict the reaction product. The product is: [CH:1]([S:4]([C:6]1[CH:16]=[CH:15][C:9]([C:10]([OH:12])=[O:11])=[CH:8][CH:7]=1)=[O:5])([CH3:3])[CH3:2]. (7) Given the reactants C[Mg]Cl.[C:4]([O:8][C:9](=[O:24])[NH:10][C@@H:11]1[CH2:16][CH2:15][CH2:14][CH2:13][C@H:12]1[N:17]1[CH:21]=[CH:20][C:19]([CH:22]=O)=[CH:18]1)([CH3:7])([CH3:6])[CH3:5].[CH2:25]([SiH](CC)CC)C.FC(F)(F)C(O)=O, predict the reaction product. The product is: [C:4]([O:8][C:9](=[O:24])[NH:10][C@@H:11]1[CH2:16][CH2:15][CH2:14][CH2:13][C@H:12]1[N:17]1[CH:21]=[CH:20][C:19]([CH2:22][CH3:25])=[CH:18]1)([CH3:7])([CH3:6])[CH3:5].